Dataset: Reaction yield outcomes from USPTO patents with 853,638 reactions. Task: Predict the reaction yield, written as a fraction of the theoretical maximum amount of product (1.0 means a 100% yield; for example, 0.34 means a 34% yield). (1) The reactants are [Br:1][C:2]1[N:3]=[C:4]2[CH:10]=[C:9]([C:11]3[C:19]4[C:14](=[CH:15][CH:16]=[C:17]([O:20][CH3:21])[CH:18]=4)[N:13]([CH3:22])[CH:12]=3)[NH:8][C:5]2=[N:6][CH:7]=1.[H-].[Na+].[CH3:25][Si:26]([CH2:29][CH2:30][O:31][CH2:32]Cl)([CH3:28])[CH3:27]. The catalyst is CN(C=O)C. The product is [Br:1][C:2]1[N:3]=[C:4]2[CH:10]=[C:9]([C:11]3[C:19]4[C:14](=[CH:15][CH:16]=[C:17]([O:20][CH3:21])[CH:18]=4)[N:13]([CH3:22])[CH:12]=3)[N:8]([CH2:32][O:31][CH2:30][CH2:29][Si:26]([CH3:28])([CH3:27])[CH3:25])[C:5]2=[N:6][CH:7]=1. The yield is 0.890. (2) The reactants are C([O:3][C:4](=[O:26])[CH:5]([S:7]([CH2:10][CH2:11][CH2:12][CH2:13][CH2:14][CH2:15][CH2:16][CH2:17][S:18]([CH:21]([C:23]([OH:25])=[O:24])[CH3:22])(=[O:20])=[O:19])(=[O:9])=[O:8])[CH3:6])C.[OH-].[Na+].N. The catalyst is C(O)C. The product is [C:23]([CH:21]([S:18]([CH2:17][CH2:16][CH2:15][CH2:14][CH2:13][CH2:12][CH2:11][CH2:10][S:7]([CH:5]([CH3:6])[C:4]([OH:26])=[O:3])(=[O:9])=[O:8])(=[O:20])=[O:19])[CH3:22])([OH:25])=[O:24]. The yield is 0.230. (3) The reactants are [OH:1][CH2:2][CH2:3][CH2:4][O:5][CH2:6][CH2:7][O:8][CH2:9][CH2:10][O:11][CH2:12][CH2:13][NH:14][C:15](=[O:21])[O:16][C:17]([CH3:20])([CH3:19])[CH3:18].C(N(CC)CC)C.[CH3:29][C:30]1[CH:35]=[CH:34][C:33]([S:36](Cl)(=[O:38])=[O:37])=[CH:32][CH:31]=1.O. The catalyst is CN(C)C1C=CN=CC=1.ClCCl. The product is [CH3:29][C:30]1[CH:35]=[CH:34][C:33]([S:36]([O:1][CH2:2][CH2:3][CH2:4][O:5][CH2:6][CH2:7][O:8][CH2:9][CH2:10][O:11][CH2:12][CH2:13][NH:14][C:15](=[O:21])[O:16][C:17]([CH3:18])([CH3:20])[CH3:19])(=[O:38])=[O:37])=[CH:32][CH:31]=1. The yield is 0.770. (4) The reactants are [Cl:1][C:2]1[C:6]([N:7]([CH2:15][CH2:16][OH:17])[C:8](=[O:14])[CH:9]([CH3:13])[CH2:10][S:11][CH3:12])=[CH:5][N:4]([C:18]2[CH:19]=[N:20][CH:21]=[CH:22][CH:23]=2)[N:3]=1.C(N(CC)CC)C.[C:31](Cl)(=[O:33])[CH3:32].O. The catalyst is ClCCl.CN(C)C1C=CN=CC=1. The product is [C:31]([O:17][CH2:16][CH2:15][N:7]([C:6]1[C:2]([Cl:1])=[N:3][N:4]([C:18]2[CH:19]=[N:20][CH:21]=[CH:22][CH:23]=2)[CH:5]=1)[C:8](=[O:14])[CH:9]([CH3:13])[CH2:10][S:11][CH3:12])(=[O:33])[CH3:32]. The yield is 0.268. (5) The yield is 0.520. The catalyst is COCCOC.O. The reactants are Br[C:2]1[CH:3]=[C:4]([C:7]2[N:12]([CH2:13][C:14]3[CH:19]=[CH:18][C:17]([F:20])=[CH:16][C:15]=3[F:21])[C:11](=[O:22])[C:10]([C:23]#[N:24])=[C:9]([C:25]([F:28])([F:27])[F:26])[CH:8]=2)[S:5][CH:6]=1.[CH3:29][O:30][C:31](=[O:48])[CH2:32][C:33]1[CH:38]=[CH:37][CH:36]=[C:35](B2OC(C)(C)C(C)(C)O2)[CH:34]=1.C(Cl)Cl.C([O-])([O-])=O.[K+].[K+]. The product is [CH3:29][O:30][C:31](=[O:48])[CH2:32][C:33]1[CH:34]=[CH:35][CH:36]=[C:37]([C:2]2[CH:3]=[C:4]([C:7]3[N:12]([CH2:13][C:14]4[CH:19]=[CH:18][C:17]([F:20])=[CH:16][C:15]=4[F:21])[C:11](=[O:22])[C:10]([C:23]#[N:24])=[C:9]([C:25]([F:27])([F:26])[F:28])[CH:8]=3)[S:5][CH:6]=2)[CH:38]=1. (6) The yield is 1.00. The product is [OH:29][C@@H:8]([CH2:7][C:1]1[CH:2]=[CH:3][CH:4]=[CH:5][CH:6]=1)[C:9]([N:28]1[CH2:30][CH2:21][O:23][CH2:24][CH2:27]1)=[O:11]. No catalyst specified. The reactants are [C:1]1([CH2:7][C@H:8](O)[C:9]([OH:11])=O)[CH:6]=[CH:5][CH:4]=[CH:3][CH:2]=1.[CH3:27][C:24]([O:23][C:21](O[C:21]([O:23][C:24]([CH3:27])(C)C)=O)=O)(C)C.[NH4+:28].[OH-:29].[CH2:30](Cl)Cl. (7) The reactants are [Cl:1][C:2]1[CH:12]=[C:11]([Cl:13])[CH:10]=[CH:9][C:3]=1[O:4][CH2:5][C:6]([OH:8])=O.[CH3:14][C:15]1[N:16]=[C:17]([NH2:26])[S:18][C:19]=1[CH2:20][CH2:21][O:22][N+:23]([O-:25])=[O:24]. No catalyst specified. The product is [Cl:1][C:2]1[CH:12]=[C:11]([Cl:13])[CH:10]=[CH:9][C:3]=1[O:4][CH2:5][C:6]([NH:26][C:17]1[S:18][C:19]([CH2:20][CH2:21][O:22][N+:23]([O-:25])=[O:24])=[C:15]([CH3:14])[N:16]=1)=[O:8]. The yield is 0.770.